Dataset: NCI-60 drug combinations with 297,098 pairs across 59 cell lines. Task: Regression. Given two drug SMILES strings and cell line genomic features, predict the synergy score measuring deviation from expected non-interaction effect. Drug 1: C1CCN(CC1)CCOC2=CC=C(C=C2)C(=O)C3=C(SC4=C3C=CC(=C4)O)C5=CC=C(C=C5)O. Drug 2: C1=NC2=C(N=C(N=C2N1C3C(C(C(O3)CO)O)F)Cl)N. Cell line: MCF7. Synergy scores: CSS=12.8, Synergy_ZIP=-3.76, Synergy_Bliss=4.20, Synergy_Loewe=-7.42, Synergy_HSA=1.45.